This data is from CYP3A4 inhibition data for predicting drug metabolism from PubChem BioAssay. The task is: Regression/Classification. Given a drug SMILES string, predict its absorption, distribution, metabolism, or excretion properties. Task type varies by dataset: regression for continuous measurements (e.g., permeability, clearance, half-life) or binary classification for categorical outcomes (e.g., BBB penetration, CYP inhibition). Dataset: cyp3a4_veith. The molecule is Cc1ccc(C)c(/C(=N\N=C(N)N)C2CC2)c1. The result is 0 (non-inhibitor).